The task is: Predict which catalyst facilitates the given reaction.. This data is from Catalyst prediction with 721,799 reactions and 888 catalyst types from USPTO. Reactant: [Cl:1][C:2]1[CH:3]=[C:4]([CH:8]=[C:9]([CH3:11])[N:10]=1)[C:5]([OH:7])=[O:6].[C:12](OC(O[C:12]([CH3:15])([CH3:14])[CH3:13])N(C)C)([CH3:15])([CH3:14])[CH3:13]. Product: [C:12]([O:6][C:5](=[O:7])[C:4]1[CH:8]=[C:9]([CH3:11])[N:10]=[C:2]([Cl:1])[CH:3]=1)([CH3:15])([CH3:14])[CH3:13]. The catalyst class is: 715.